From a dataset of Reaction yield outcomes from USPTO patents with 853,638 reactions. Predict the reaction yield, written as a fraction of the theoretical maximum amount of product (1.0 means a 100% yield; for example, 0.34 means a 34% yield). (1) The reactants are Cl.[C:2]1([C:8]2[N:12]=[C:11]([C@H:13]3[CH2:18][CH2:17][CH2:16][NH:15][CH2:14]3)[O:10][N:9]=2)[CH:7]=[CH:6][CH:5]=[CH:4][CH:3]=1.[F:19][C:20]1[CH:28]=[C:27]([F:29])[CH:26]=[CH:25][C:21]=1[C:22](Cl)=[O:23]. No catalyst specified. The product is [F:19][C:20]1[CH:28]=[C:27]([F:29])[CH:26]=[CH:25][C:21]=1[C:22]([N:15]1[CH2:16][CH2:17][CH2:18][C@H:13]([C:11]2[O:10][N:9]=[C:8]([C:2]3[CH:3]=[CH:4][CH:5]=[CH:6][CH:7]=3)[N:12]=2)[CH2:14]1)=[O:23]. The yield is 0.440. (2) The reactants are [CH:1]1([C:6]([O:8][CH3:9])=[O:7])[CH2:5][CH:4]=[CH:3][CH2:2]1.C(=O)([O-])[O-].[Ca+2].[Br:15]N1C(=O)CCC1=O.[OH2:23]. The catalyst is C(#N)C. The product is [Br:15][CH:3]1[CH:4]([OH:23])[CH2:5][CH:1]([C:6]([O:8][CH3:9])=[O:7])[CH2:2]1. The yield is 0.900. (3) The reactants are [OH-].[Na+].[C:3]([O:7][C:8]([N:10]1[CH2:15][CH2:14][CH:13]([C:16]2[CH:25]=[CH:24][C:19]([C:20]([O:22]C)=[O:21])=[CH:18][N:17]=2)[CH2:12][CH2:11]1)=[O:9])([CH3:6])([CH3:5])[CH3:4].Cl. The catalyst is C(O)C. The product is [C:3]([O:7][C:8]([N:10]1[CH2:11][CH2:12][CH:13]([C:16]2[CH:25]=[CH:24][C:19]([C:20]([OH:22])=[O:21])=[CH:18][N:17]=2)[CH2:14][CH2:15]1)=[O:9])([CH3:6])([CH3:4])[CH3:5]. The yield is 0.520. (4) The reactants are [S:1]1[CH:5]=[CH:4][C:3]([CH2:6][O:7][C:8]2[CH:13]=[CH:12][C:11]([CH2:14][C:15](Cl)=[N:16][OH:17])=[CH:10][CH:9]=2)=[CH:2]1.[C:19]([C:21]1[C:22]([NH2:28])=[N:23][C:24]([NH2:27])=[CH:25][CH:26]=1)#[CH:20].C(N(CC)CC)C. The catalyst is O1CCCC1. The product is [S:1]1[CH:5]=[CH:4][C:3]([CH2:6][O:7][C:8]2[CH:13]=[CH:12][C:11]([CH2:14][C:15]3[CH:20]=[C:19]([C:21]4[C:22]([NH2:28])=[N:23][C:24]([NH2:27])=[CH:25][CH:26]=4)[O:17][N:16]=3)=[CH:10][CH:9]=2)=[CH:2]1. The yield is 0.360.